Predict the reaction yield, written as a fraction of the theoretical maximum amount of product (1.0 means a 100% yield; for example, 0.34 means a 34% yield). From a dataset of Reaction yield outcomes from USPTO patents with 853,638 reactions. The reactants are CS(O[CH2:6][CH2:7][N:8]1[C:16]2[CH:15]=[CH:14][CH:13]=[CH:12][C:11]=2[C:10]2[CH2:17][CH2:18][N:19]([C:22]([O:24][C:25]([CH3:28])([CH3:27])[CH3:26])=[O:23])[CH2:20][CH2:21][C:9]1=2)(=O)=O.[N-:29]=[N+:30]=[N-:31].[Na+]. The catalyst is CN(C=O)C.CCOC(C)=O. The product is [N:29]([CH2:6][CH2:7][N:8]1[C:16]2[CH:15]=[CH:14][CH:13]=[CH:12][C:11]=2[C:10]2[CH2:17][CH2:18][N:19]([C:22]([O:24][C:25]([CH3:28])([CH3:27])[CH3:26])=[O:23])[CH2:20][CH2:21][C:9]1=2)=[N+:30]=[N-:31]. The yield is 0.940.